This data is from Forward reaction prediction with 1.9M reactions from USPTO patents (1976-2016). The task is: Predict the product of the given reaction. (1) Given the reactants [F:1][C:2]1[C:3]([C:33]([F:36])([F:35])[F:34])=[C:4]([CH:9]2[CH2:14][CH2:13][N:12]([C:15]([C:17]3[C:25]4[CH2:24][CH2:23][N:22](C(OC(C)(C)C)=O)[CH2:21][C:20]=4[NH:19][N:18]=3)=[O:16])[CH2:11][CH2:10]2)[CH:5]=[C:6]([F:8])[CH:7]=1.[ClH:37], predict the reaction product. The product is: [ClH:37].[F:1][C:2]1[C:3]([C:33]([F:35])([F:34])[F:36])=[C:4]([CH:9]2[CH2:10][CH2:11][N:12]([C:15]([C:17]3[C:25]4[CH2:24][CH2:23][NH:22][CH2:21][C:20]=4[NH:19][N:18]=3)=[O:16])[CH2:13][CH2:14]2)[CH:5]=[C:6]([F:8])[CH:7]=1. (2) Given the reactants [CH3:1][C:2]1([C:21]([OH:23])=O)[CH2:17][C:10]2([N+:18]([O-:20])=[O:19])[C:11]3[C:16]([CH:3]1[C:4]1[C:9]2=[CH:8][CH:7]=[CH:6][CH:5]=1)=[CH:15][CH:14]=[CH:13][CH:12]=3.ON1C2C=CC=CC=2N=N1.C(N(C(C)C)C(C)C)C.CCN=C=NCCCN(C)C.[C:54]1([C:64]2[NH:68][N:67]=[C:66]([NH2:69])[N:65]=2)[C:63]2[C:58](=[CH:59][CH:60]=[CH:61][CH:62]=2)[CH:57]=[CH:56][CH:55]=1, predict the reaction product. The product is: [CH3:1][C:2]1([C:21]([N:67]2[C:66]([NH2:69])=[N:65][C:64]([C:54]3[C:63]4[C:58](=[CH:59][CH:60]=[CH:61][CH:62]=4)[CH:57]=[CH:56][CH:55]=3)=[N:68]2)=[O:23])[CH2:17][C:10]2([N+:18]([O-:20])=[O:19])[C:11]3[C:16]([CH:3]1[C:4]1[C:9]2=[CH:8][CH:7]=[CH:6][CH:5]=1)=[CH:15][CH:14]=[CH:13][CH:12]=3. (3) Given the reactants [Cl:1][C:2]1[CH:3]=[C:4]([NH2:19])[CH:5]=[N:6][C:7]=1[O:8][C:9]1[N:10]=[CH:11][C:12]2[C:17]([CH:18]=1)=[CH:16][CH:15]=[CH:14][CH:13]=2.[CH3:20][O:21][C:22]1[CH:23]=[C:24]([S:30](Cl)(=[O:32])=[O:31])[CH:25]=[CH:26][C:27]=1[O:28][CH3:29], predict the reaction product. The product is: [Cl:1][C:2]1[CH:3]=[C:4]([NH:19][S:30]([C:24]2[CH:25]=[CH:26][C:27]([O:28][CH3:29])=[C:22]([O:21][CH3:20])[CH:23]=2)(=[O:32])=[O:31])[CH:5]=[N:6][C:7]=1[O:8][C:9]1[N:10]=[CH:11][C:12]2[C:17]([CH:18]=1)=[CH:16][CH:15]=[CH:14][CH:13]=2.